From a dataset of Forward reaction prediction with 1.9M reactions from USPTO patents (1976-2016). Predict the product of the given reaction. (1) Given the reactants [CH3:1][NH:2][C:3](=[O:23])[C:4](=[O:22])[CH2:5][CH2:6][CH2:7][CH2:8][CH2:9][CH2:10][C:11](=[O:21])[NH:12][NH:13][C:14]([C:16]1[S:17][CH:18]=[CH:19][CH:20]=1)=O.[OH-].COC(NS([N+](CC)(CC)CC)(=O)=O)=O, predict the reaction product. The product is: [CH3:1][NH:2][C:3](=[O:23])[C:4](=[O:22])[CH2:5][CH2:6][CH2:7][CH2:8][CH2:9][CH2:10][C:11]1[O:21][C:14]([C:16]2[S:17][CH:18]=[CH:19][CH:20]=2)=[N:13][N:12]=1. (2) Given the reactants [NH2:1][C:2]1[CH:7]=[CH:6][C:5]([CH2:8][S:9]([NH:12][CH3:13])(=[O:11])=[O:10])=[CH:4][CH:3]=1.[N:14]([O-])=O.[Na+].[Sn](Cl)Cl.[OH-].[Na+].[CH3:23][C:24]([CH3:31])([CH3:30])[C:25](=O)[CH2:26][C:27]#[N:28], predict the reaction product. The product is: [NH2:28][C:27]1[N:1]([C:2]2[CH:7]=[CH:6][C:5]([CH2:8][S:9]([NH:12][CH3:13])(=[O:11])=[O:10])=[CH:4][CH:3]=2)[N:14]=[C:25]([C:24]([CH3:31])([CH3:30])[CH3:23])[CH:26]=1. (3) Given the reactants [N:1]1[C:11]2[N:10]([CH2:12][CH2:13][CH2:14][NH2:15])[C:9]3[CH:16]=[CH:17][CH:18]=[CH:19][C:8]=3[CH2:7][CH2:6][C:5]=2[CH:4]=[CH:3][CH:2]=1.CCN(CC)CC.[Cl:27][C:28]1[CH:33]=[CH:32][C:31]([S:34](Cl)(=[O:36])=[O:35])=[CH:30][CH:29]=1, predict the reaction product. The product is: [N:1]1[C:11]2[N:10]([CH2:12][CH2:13][CH2:14][NH:15][S:34]([C:31]3[CH:32]=[CH:33][C:28]([Cl:27])=[CH:29][CH:30]=3)(=[O:36])=[O:35])[C:9]3[CH:16]=[CH:17][CH:18]=[CH:19][C:8]=3[CH2:7][CH2:6][C:5]=2[CH:4]=[CH:3][CH:2]=1.